Dataset: Forward reaction prediction with 1.9M reactions from USPTO patents (1976-2016). Task: Predict the product of the given reaction. (1) Given the reactants [ClH:1].O1CCOCC1.[Cl:8][C:9]1[S:10][CH:11]=[C:12]([C:14]([N:16]2[CH2:21][CH2:20][N:19](C(OC(C)(C)C)=O)[CH2:18][CH:17]2[CH2:29][O:30][C:31]2[CH:32]=[N:33][CH:34]=[CH:35][CH:36]=2)=[O:15])[N:13]=1, predict the reaction product. The product is: [ClH:8].[ClH:1].[Cl:8][C:9]1[S:10][CH:11]=[C:12]([C:14]([N:16]2[CH2:21][CH2:20][NH:19][CH2:18][CH:17]2[CH2:29][O:30][C:31]2[CH:32]=[N:33][CH:34]=[CH:35][CH:36]=2)=[O:15])[N:13]=1. (2) Given the reactants CO[C:3](=O)[CH2:4][CH2:5][C:6]1[CH:11]=[C:10]([CH3:12])[C:9]([C:13]2NC3C=C(C4OC(NC5C=CC(OC)=CC=5)=NN=4)C=CC=3N=2)=[C:8]([CH3:36])[CH:7]=1.N([O-])=O.[Na+].C[OH:43].C([P:47](=[O:54])([O:51][CH2:52][CH3:53])[O:48][CH2:49][CH3:50])C=C, predict the reaction product. The product is: [CH2:49]([O:48][P:47]([CH2:3]/[CH:4]=[CH:5]/[C:6]1[CH:7]=[C:8]([CH3:36])[C:9]([CH:13]=[O:43])=[C:10]([CH3:12])[CH:11]=1)(=[O:54])[O:51][CH2:52][CH3:53])[CH3:50]. (3) Given the reactants [CH3:1][C:2]([C:4]1[CH:9]=[C:8]([F:10])[CH:7]=[C:6]([F:11])[CH:5]=1)=[O:3].C[Si](C)(C)[N-][Si](C)(C)C.[Li+].O1CCCC1.[CH2:27]([O:29][CH:30]([O:36][CH2:37][CH3:38])[C:31](OCC)=[O:32])[CH3:28].Cl, predict the reaction product. The product is: [F:11][C:6]1[CH:5]=[C:4]([C:2](=[O:3])[CH2:1][C:31](=[O:32])[CH:30]([O:36][CH2:37][CH3:38])[O:29][CH2:27][CH3:28])[CH:9]=[C:8]([F:10])[CH:7]=1. (4) Given the reactants [OH-].[Li+].[F:3][C:4]1[CH:13]=[CH:12][C:7]([C:8]([O:10]C)=[O:9])=[CH:6][C:5]=1[S:14]([N:17]1[CH2:22][CH2:21][O:20][CH2:19][CH2:18]1)(=[O:16])=[O:15], predict the reaction product. The product is: [F:3][C:4]1[CH:13]=[CH:12][C:7]([C:8]([OH:10])=[O:9])=[CH:6][C:5]=1[S:14]([N:17]1[CH2:22][CH2:21][O:20][CH2:19][CH2:18]1)(=[O:15])=[O:16]. (5) Given the reactants [C:1]1([CH3:18])[CH:6]=[CH:5][C:4]([NH:7][S:8]([C:11]2[C:16]([CH3:17])=[CH:15][CH:14]=[CH:13][N:12]=2)(=[O:10])=[O:9])=[CH:3][CH:2]=1.Br[CH2:20][C:21]([O:23]C)=[O:22], predict the reaction product. The product is: [CH3:17][C:16]1[C:11]([S:8]([N:7]([CH2:20][C:21]([OH:23])=[O:22])[C:4]2[CH:3]=[CH:2][C:1]([CH3:18])=[CH:6][CH:5]=2)(=[O:10])=[O:9])=[N:12][CH:13]=[CH:14][CH:15]=1. (6) Given the reactants [CH2:1]([O:3][CH2:4][CH:5]([NH:8][C:9](=[O:15])[O:10][C:11]([CH3:14])([CH3:13])[CH3:12])[CH2:6][OH:7])[CH3:2].[CH3:16][S:17](Cl)(=[O:19])=[O:18], predict the reaction product. The product is: [CH3:16][S:17]([O:7][CH2:6][CH:5]([NH:8][C:9]([O:10][C:11]([CH3:14])([CH3:13])[CH3:12])=[O:15])[CH2:4][O:3][CH2:1][CH3:2])(=[O:19])=[O:18].